Dataset: Full USPTO retrosynthesis dataset with 1.9M reactions from patents (1976-2016). Task: Predict the reactants needed to synthesize the given product. (1) Given the product [NH2:38][CH2:37][CH:34]1[CH2:35][CH2:36][N:31]([CH2:30][C:29]([NH:28][CH:14]2[CH2:13][C:9]3[CH:10]=[CH:11][CH:12]=[C:7]([C:6]([OH:5])=[O:49])[C:8]=3[O:47][B:15]2[OH:16])=[O:46])[CH2:32][CH2:33]1, predict the reactants needed to synthesize it. The reactants are: C([O:5][C:6](=[O:49])[C:7]1[CH:12]=[CH:11][CH:10]=[C:9]([CH2:13][CH:14]([NH:28][C:29](=[O:46])[CH2:30][N:31]2[CH2:36][CH2:35][CH:34]([CH2:37][NH:38]C(OC(C)(C)C)=O)[CH2:33][CH2:32]2)[B:15]2OC3C(C)(C4CC(C3)C4(C)C)[O:16]2)[C:8]=1[O:47]C)(C)(C)C.B(Cl)(Cl)Cl. (2) Given the product [Br:1][C:2]1[C:3]([C:23]2[CH:28]=[CH:27][CH:26]=[CH:25][CH:24]=2)=[N:4][N:5]2[C:10]([C:32]3[C:33]([CH3:40])=[C:34]4[C:39](=[C:30]([F:29])[CH:31]=3)[O:38][CH2:37][CH2:36][CH2:35]4)=[C:9]([CH:12]([O:17][C:18]([CH3:21])([CH3:20])[CH3:19])[C:13]([O:15][CH3:16])=[O:14])[C:8]([CH3:22])=[N:7][C:6]=12, predict the reactants needed to synthesize it. The reactants are: [Br:1][C:2]1[C:3]([C:23]2[CH:28]=[CH:27][CH:26]=[CH:25][CH:24]=2)=[N:4][N:5]2[C:10](Cl)=[C:9]([CH:12]([O:17][C:18]([CH3:21])([CH3:20])[CH3:19])[C:13]([O:15][CH3:16])=[O:14])[C:8]([CH3:22])=[N:7][C:6]=12.[F:29][C:30]1[CH:31]=[C:32](B2OC(C)(C)C(C)(C)O2)[C:33]([CH3:40])=[C:34]2[C:39]=1[O:38][CH2:37][CH2:36][CH2:35]2.C([O-])([O-])=O.[K+].[K+]. (3) Given the product [NH2:10][C:11]1[CH:12]=[C:13]([C:14]2[O:9][C:3]3[CH:4]=[C:5]([CH3:8])[CH:6]=[CH:7][C:2]=3[N:1]=2)[CH:17]=[CH:18][CH:19]=1, predict the reactants needed to synthesize it. The reactants are: [NH2:1][C:2]1[CH:7]=[CH:6][C:5]([CH3:8])=[CH:4][C:3]=1[OH:9].[NH2:10][C:11]1[CH:12]=[C:13]([CH:17]=[CH:18][CH:19]=1)[C:14](O)=O. (4) Given the product [F:8][C:9]1[CH:10]=[C:11]2[C:15](=[CH:16][CH:17]=1)[NH:14][CH:13]=[C:12]2[C:25](=[O:26])[CH:27]([NH:34][C:35]1[CH:40]=[CH:39][CH:38]=[C:37]([O:41][CH3:42])[CH:36]=1)[C:28]1[CH:29]=[CH:30][CH:31]=[CH:32][CH:33]=1, predict the reactants needed to synthesize it. The reactants are: C(N(CC)CC)C.[F:8][C:9]1[CH:10]=[C:11]2[C:15](=[CH:16][CH:17]=1)[N:14](C(OC(C)(C)C)=O)[CH:13]=[C:12]2[CH:25]=[O:26].[CH:27](=[N:34][C:35]1[CH:40]=[CH:39][CH:38]=[C:37]([O:41][CH3:42])[CH:36]=1)[C:28]1[CH:33]=[CH:32][CH:31]=[CH:30][CH:29]=1. (5) Given the product [CH2:12]([NH:8][C:1]([NH:3][O:29][C@H:26]1[CH2:27][CH2:28][N:24]([S:21]([C:17]2[CH:18]=[CH:19][CH:20]=[C:15]([C:14]([F:32])([F:31])[F:13])[CH:16]=2)(=[O:23])=[O:22])[CH2:25]1)=[O:2])[CH2:11][CH3:33], predict the reactants needed to synthesize it. The reactants are: [C:1]([N:8]1[CH:12]=[CH:11]N=C1)([N:3]1C=CN=C1)=[O:2].[F:13][C:14]([F:32])([F:31])[C:15]1[CH:16]=[C:17]([S:21]([N:24]2[CH2:28][CH2:27][C@H:26]([O:29]N)[CH2:25]2)(=[O:23])=[O:22])[CH:18]=[CH:19][CH:20]=1.[CH2:33](N(CC)CC)C.C(N)CC. (6) Given the product [Cl:13][C:9]1[C:5]2[C:6](=[O:8])[O:7][C:14](=[O:15])[NH:3][C:4]=2[CH:12]=[CH:11][CH:10]=1, predict the reactants needed to synthesize it. The reactants are: [OH-].[K+].[NH2:3][C:4]1[CH:12]=[CH:11][CH:10]=[C:9]([Cl:13])[C:5]=1[C:6]([OH:8])=[O:7].[C:14](Cl)(Cl)=[O:15].C1(C)C=CC=CC=1. (7) Given the product [F:19][CH:2]([F:1])[CH2:3][CH2:4][C:5]1([OH:18])[CH2:6][CH2:7][NH:8][CH2:9][CH2:10]1, predict the reactants needed to synthesize it. The reactants are: [F:1][CH:2]([F:19])[CH2:3][CH2:4][C:5]1([OH:18])[CH2:10][CH2:9][N:8](C(OC(C)(C)C)=O)[CH2:7][CH2:6]1.